From a dataset of Forward reaction prediction with 1.9M reactions from USPTO patents (1976-2016). Predict the product of the given reaction. (1) Given the reactants [NH2:1][CH:2]([CH:6]1[CH2:11][CH2:10][CH:9]([OH:12])[CH2:8][CH2:7]1)[C:3]([OH:5])=[O:4].[C:13](Cl)(=[O:20])[C:14]1[CH:19]=[CH:18][CH:17]=[CH:16][CH:15]=1.CC(C)=O.OS(O)(=O)=O.O=[Cr](=O)=O, predict the reaction product. The product is: [C:13]([NH:1][CH:2]([CH:6]1[CH2:11][CH2:10][C:9](=[O:12])[CH2:8][CH2:7]1)[C:3]([OH:5])=[O:4])(=[O:20])[C:14]1[CH:19]=[CH:18][CH:17]=[CH:16][CH:15]=1. (2) Given the reactants C[O:2][C:3](=[O:33])[C@@H:4]([NH:9][C:10]([C:12]1[O:16][N:15]=[C:14]([C:17]2[CH:22]=[CH:21][C:20]([NH:23][C:24]([NH:26][C:27]3[CH:32]=[CH:31][CH:30]=[CH:29][CH:28]=3)=[O:25])=[CH:19][CH:18]=2)[CH:13]=1)=[O:11])[CH:5]([CH3:8])[CH2:6][CH3:7].[K+].[Br-], predict the reaction product. The product is: [CH3:8][CH:5]([CH2:6][CH3:7])[C@H:4]([NH:9][C:10]([C:12]1[O:16][N:15]=[C:14]([C:17]2[CH:22]=[CH:21][C:20]([NH:23][C:24]([NH:26][C:27]3[CH:28]=[CH:29][CH:30]=[CH:31][CH:32]=3)=[O:25])=[CH:19][CH:18]=2)[CH:13]=1)=[O:11])[C:3]([OH:33])=[O:2].